The task is: Predict the reactants needed to synthesize the given product.. This data is from Full USPTO retrosynthesis dataset with 1.9M reactions from patents (1976-2016). (1) The reactants are: [Cl:1][C:2]1[C:7]2=[N:8][CH:9]=[C:10]([O:12][CH2:13][C:14]3O[CH:16]=[CH:17][N:18]=3)[N:11]=[C:6]2[CH:5]=[CH:4][N:3]=1.ClC1N=C2C=CN=C(Cl)C2=NC=1.[F:31][C:32]1C(CO)=NC=C[CH:37]=1. Given the product [Cl:1][C:2]1[C:7]2=[N:8][CH:9]=[C:10]([O:12][CH2:13][C:14]3[C:32]([F:31])=[CH:37][CH:16]=[CH:17][N:18]=3)[N:11]=[C:6]2[CH:5]=[CH:4][N:3]=1, predict the reactants needed to synthesize it. (2) Given the product [CH3:22][C:21]([CH3:24])([CH3:23])[CH2:20][C:19]1[CH:18]=[C:5]2[C:4]([CH:3]3[C:2]([CH3:11])([CH3:1])[CH:6]2[CH2:7][CH2:8]3)=[N:28][N:27]=1, predict the reactants needed to synthesize it. The reactants are: [CH3:1][C:2]1([CH3:11])[CH:6]2[CH2:7][CH2:8][CH:3]1[C:4](=O)[C:5]2=O.COP([CH2:18][C:19](=O)[CH2:20][C:21]([CH3:24])([CH3:23])[CH3:22])(=O)OC.O.[NH2:27][NH2:28]. (3) Given the product [C:5]([N:13]1[C:21]2[C:16](=[CH:17][C:18]([OH:23])=[C:19]([F:22])[CH:20]=2)[C:15]([CH2:25][C:26]([OH:28])=[O:27])=[C:14]1[CH3:29])(=[O:12])[C:6]1[CH:11]=[CH:10][CH:9]=[CH:8][CH:7]=1, predict the reactants needed to synthesize it. The reactants are: B(Br)(Br)Br.[C:5]([N:13]1[C:21]2[C:16](=[CH:17][C:18]([O:23]C)=[C:19]([F:22])[CH:20]=2)[C:15]([CH2:25][C:26]([OH:28])=[O:27])=[C:14]1[CH3:29])(=[O:12])[C:6]1[CH:11]=[CH:10][CH:9]=[CH:8][CH:7]=1. (4) Given the product [F:17][C:14]1[CH:15]=[CH:16][C:11]2[N:10]=[CH:9][N:8]([C:5]3[N:4]=[C:3]4[C:2]([NH:1][C:35](=[O:36])[N:18]4[C@H:19]4[C:28]5[C:23](=[CH:24][CH:25]=[CH:26][CH:27]=5)[C:22](=[O:29])[CH2:21][CH2:20]4)=[CH:7][N:6]=3)[C:12]=2[CH:13]=1, predict the reactants needed to synthesize it. The reactants are: [NH2:1][C:2]1[C:3]([NH:18][C@H:19]2[C:28]3[C:23](=[CH:24][CH:25]=[CH:26][CH:27]=3)[C:22](=[O:29])[CH2:21][CH2:20]2)=[N:4][C:5]([N:8]2[C:12]3[CH:13]=[C:14]([F:17])[CH:15]=[CH:16][C:11]=3[N:10]=[CH:9]2)=[N:6][CH:7]=1.C1N=CN([C:35](N2C=NC=C2)=[O:36])C=1. (5) Given the product [CH3:23][S:24]([N:27]1[CH2:28][CH2:29][N:30]([C:33]2[CH:34]=[C:35]([NH:45][C:13]3[N:18]=[C:17]([C:19]([F:22])([F:21])[F:20])[CH:16]=[CH:15][N:14]=3)[CH:36]=[C:37]([C:39]3[CH:44]=[CH:43][CH:42]=[CH:41][CH:40]=3)[CH:38]=2)[CH2:31][CH2:32]1)(=[O:25])=[O:26], predict the reactants needed to synthesize it. The reactants are: C1(C)C=CC(S(O)(=O)=O)=CC=1.Cl[C:13]1[N:18]=[C:17]([C:19]([F:22])([F:21])[F:20])[CH:16]=[CH:15][N:14]=1.[CH3:23][S:24]([N:27]1[CH2:32][CH2:31][N:30]([C:33]2[CH:34]=[C:35]([NH2:45])[CH:36]=[C:37]([C:39]3[CH:44]=[CH:43][CH:42]=[CH:41][CH:40]=3)[CH:38]=2)[CH2:29][CH2:28]1)(=[O:26])=[O:25].